Predict which catalyst facilitates the given reaction. From a dataset of Catalyst prediction with 721,799 reactions and 888 catalyst types from USPTO. (1) Reactant: [NH2:1][CH2:2][CH2:3][NH:4][C:5]1[N:14]=[C:13]([NH:15][CH:16]2[CH2:21][CH2:20][N:19]([CH2:22][C:23]3[C:28]([O:29][CH3:30])=[CH:27][CH:26]=[CH:25][C:24]=3[N:31]([CH3:33])[CH3:32])[CH2:18][CH2:17]2)[C:12]2[C:7](=[CH:8][CH:9]=[CH:10][CH:11]=2)[N:6]=1.[CH:34]([N:37]=[C:38]=[O:39])([CH3:36])[CH3:35]. Product: [CH3:33][N:31]([CH3:32])[C:24]1[CH:25]=[CH:26][CH:27]=[C:28]([O:29][CH3:30])[C:23]=1[CH2:22][N:19]1[CH2:20][CH2:21][CH:16]([NH:15][C:13]2[C:12]3[C:7](=[CH:8][CH:9]=[CH:10][CH:11]=3)[N:6]=[C:5]([NH:4][CH2:3][CH2:2][NH:1][C:38]([NH:37][CH:34]([CH3:36])[CH3:35])=[O:39])[N:14]=2)[CH2:17][CH2:18]1. The catalyst class is: 4. (2) Reactant: [Br:1][C:2]1[CH:3]=[C:4]([CH:7]=[CH:8][C:9]=1[S:10](=[O:15])(=[O:14])[N:11]([CH3:13])[CH3:12])[CH2:5]O.S(Cl)([Cl:18])=O. Product: [Br:1][C:2]1[CH:3]=[C:4]([CH:7]=[CH:8][C:9]=1[S:10](=[O:15])(=[O:14])[N:11]([CH3:13])[CH3:12])[CH2:5][Cl:18]. The catalyst class is: 635. (3) Reactant: [CH2:1]([NH:3][C:4]1[C:5]([O:14][CH3:15])=[C:6]([CH:11]=[CH:12][CH:13]=1)[C:7]([O:9][CH3:10])=[O:8])[CH3:2].C(N(CC)CC)C.[C:23]([C:25]1[CH:33]=[CH:32][C:28]([C:29](Cl)=[O:30])=[CH:27][CH:26]=1)#[N:24]. Product: [C:23]([C:25]1[CH:33]=[CH:32][C:28]([C:29]([N:3]([CH2:1][CH3:2])[C:4]2[C:5]([O:14][CH3:15])=[C:6]([CH:11]=[CH:12][CH:13]=2)[C:7]([O:9][CH3:10])=[O:8])=[O:30])=[CH:27][CH:26]=1)#[N:24]. The catalyst class is: 4. (4) Reactant: [CH3:1][C:2]1[CH:3]=[C:4](/[CH:41]=[CH:42]/[CH2:43][CH2:44][N:45]2[CH2:50][CH2:49][CH2:48][C:47]3([CH2:55][CH2:54][N:53](C(OC(C)(C)C)=O)[CH2:52][CH2:51]3)[CH2:46]2)[CH:5]=[CH:6][C:7]=1[CH2:8][C:9]1[C:10]([O:17][C@@H:18]2[O:35][C@H:34]([CH2:36][O:37][C:38](=[O:40])[CH3:39])[C@@H:29]([O:30][C:31](=[O:33])[CH3:32])[C@H:24]([O:25][C:26](=[O:28])[CH3:27])[C@H:19]2[O:20][C:21](=[O:23])[CH3:22])=[N:11][NH:12][C:13]=1[CH:14]([CH3:16])[CH3:15].FC(F)(F)C(O)=O.[OH-].[NH4+]. Product: [CH3:1][C:2]1[CH:3]=[C:4](/[CH:41]=[CH:42]/[CH2:43][CH2:44][N:45]2[CH2:50][CH2:49][CH2:48][C:47]3([CH2:51][CH2:52][NH:53][CH2:54][CH2:55]3)[CH2:46]2)[CH:5]=[CH:6][C:7]=1[CH2:8][C:9]1[C:10]([O:17][C@@H:18]2[O:35][C@H:34]([CH2:36][O:37][C:38](=[O:40])[CH3:39])[C@@H:29]([O:30][C:31](=[O:33])[CH3:32])[C@H:24]([O:25][C:26](=[O:28])[CH3:27])[C@H:19]2[O:20][C:21](=[O:23])[CH3:22])=[N:11][NH:12][C:13]=1[CH:14]([CH3:16])[CH3:15]. The catalyst class is: 4. (5) Reactant: [CH3:1][N:2]([CH3:38])[C:3]([C:5]1[CH:10]=[CH:9][C:8]([C:11]2[CH:16]=[CH:15][C:14]([C@@H:17]([N:19]3[CH2:24][CH2:23][C:22]4([CH2:36][CH2:35][C:27]5(OCC(C)(C)C[O:28]5)[CH2:26][CH2:25]4)[O:21][C:20]3=[O:37])[CH3:18])=[CH:13][CH:12]=2)=[CH:7][N:6]=1)=[O:4]. Product: [CH3:38][N:2]([CH3:1])[C:3]([C:5]1[CH:10]=[CH:9][C:8]([C:11]2[CH:16]=[CH:15][C:14]([C@@H:17]([N:19]3[CH2:24][CH2:23][C:22]4([CH2:36][CH2:35][C:27](=[O:28])[CH2:26][CH2:25]4)[O:21][C:20]3=[O:37])[CH3:18])=[CH:13][CH:12]=2)=[CH:7][N:6]=1)=[O:4]. The catalyst class is: 6. (6) Reactant: CC(C[AlH]CC(C)C)C.C(=O)=O.C[O:14][C:15]([C:17]1[C:18]([CH2:33][CH2:34][O:35][CH3:36])=[N:19][C:20]([C:23]2[CH:24]=[N:25][C:26]([C:29]([F:32])([F:31])[F:30])=[CH:27][CH:28]=2)=[N:21][CH:22]=1)=O.C(OC(C1C(CCOC)=NC(C2C=NC(C(F)(F)F)=CC=2)=NC=1)=O)C.OS([O-])(=O)=O.[K+]. Product: [CH3:36][O:35][CH2:34][CH2:33][C:18]1[C:17]([CH2:15][OH:14])=[CH:22][N:21]=[C:20]([C:23]2[CH:24]=[N:25][C:26]([C:29]([F:32])([F:30])[F:31])=[CH:27][CH:28]=2)[N:19]=1. The catalyst class is: 1. (7) The catalyst class is: 2. Reactant: C(OC(=O)[NH:7][C@H:8]([C:34](=[O:41])[NH:35][CH2:36][CH2:37][CH2:38][CH2:39][CH3:40])[CH2:9][C:10]1[CH:15]=[CH:14][CH:13]=[C:12]([CH2:16][N:17]2[CH2:21][C:20](=[O:22])[N:19]([CH2:23][C:24]3[CH:29]=[CH:28][C:27]([O:30][CH3:31])=[CH:26][CH:25]=3)[S:18]2(=[O:33])=[O:32])[CH:11]=1)(C)(C)C.C(O)(C(F)(F)F)=O. Product: [NH2:7][C@@H:8]([CH2:9][C:10]1[CH:15]=[CH:14][CH:13]=[C:12]([CH2:16][N:17]2[CH2:21][C:20](=[O:22])[N:19]([CH2:23][C:24]3[CH:29]=[CH:28][C:27]([O:30][CH3:31])=[CH:26][CH:25]=3)[S:18]2(=[O:32])=[O:33])[CH:11]=1)[C:34]([NH:35][CH2:36][CH2:37][CH2:38][CH2:39][CH3:40])=[O:41]. (8) The catalyst class is: 7. Reactant: [Cl:1][C:2]1[CH:7]=[CH:6][CH:5]=[CH:4][C:3]=1[SH:8].[H-].[Na+].C([O:13][C:14]([C@@H:16]1[CH2:20][C@@H:19](OS(C)(=O)=O)[CH2:18][C@H:17]1[CH2:26][N:27]1[CH2:32][CH2:31][CH:30]([C:33]2[CH:38]=[CH:37][C:36]([F:39])=[CH:35][CH:34]=2)[CH2:29][CH2:28]1)=[O:15])C. Product: [Cl:1][C:2]1[CH:7]=[CH:6][CH:5]=[CH:4][C:3]=1[S:8][C@H:19]1[CH2:20][C@@H:16]([C:14]([OH:15])=[O:13])[C@H:17]([CH2:26][N:27]2[CH2:28][CH2:29][CH:30]([C:33]3[CH:34]=[CH:35][C:36]([F:39])=[CH:37][CH:38]=3)[CH2:31][CH2:32]2)[CH2:18]1.